From a dataset of Full USPTO retrosynthesis dataset with 1.9M reactions from patents (1976-2016). Predict the reactants needed to synthesize the given product. (1) Given the product [CH2:34]([O:33][C:32](=[O:41])[NH:31][CH2:30][CH2:29][NH:28][C:24](=[O:26])[C@@H:15]([NH:16][C:17]([O:19][C:20]([CH3:21])([CH3:22])[CH3:23])=[O:18])[CH2:14][CH2:13][CH2:12][NH:11][C:9]([O:8][CH2:1][C:2]1[CH:3]=[CH:4][CH:5]=[CH:6][CH:7]=1)=[O:10])[C:35]1[CH:40]=[CH:39][CH:38]=[CH:37][CH:36]=1, predict the reactants needed to synthesize it. The reactants are: [CH2:1]([O:8][C:9]([NH:11][CH2:12][CH2:13][CH2:14][C@@H:15]([C:24]([OH:26])=O)[NH:16][C:17]([O:19][C:20]([CH3:23])([CH3:22])[CH3:21])=[O:18])=[O:10])[C:2]1[CH:7]=[CH:6][CH:5]=[CH:4][CH:3]=1.Cl.[NH2:28][CH2:29][CH2:30][NH:31][C:32](=[O:41])[O:33][CH2:34][C:35]1[CH:40]=[CH:39][CH:38]=[CH:37][CH:36]=1.C(Cl)CCl.C1C=CC2N(O)N=NC=2C=1.C(N(CC)C(C)C)(C)C. (2) Given the product [NH2:1][C:2]1[C:11]2[C:6](=[CH:7][CH:8]=[CH:9][C:10]=2[O:12][CH2:13][C@@H:14]([NH:16][C:32](=[O:33])[C:31]2[CH:35]=[CH:36][C:28]([O:27][CH2:26][CH2:25][CH2:24][OH:23])=[C:29]([O:37][CH3:38])[CH:30]=2)[CH3:15])[N:5]=[C:4]([CH3:17])[C:3]=1[C:18]([O:20][CH2:21][CH3:22])=[O:19], predict the reactants needed to synthesize it. The reactants are: [NH2:1][C:2]1[C:11]2[C:6](=[CH:7][CH:8]=[CH:9][C:10]=2[O:12][CH2:13][C@@H:14]([NH2:16])[CH3:15])[N:5]=[C:4]([CH3:17])[C:3]=1[C:18]([O:20][CH2:21][CH3:22])=[O:19].[OH:23][CH2:24][CH2:25][CH2:26][O:27][C:28]1[CH:36]=[CH:35][C:31]([C:32](O)=[O:33])=[CH:30][C:29]=1[O:37][CH3:38].